Dataset: Full USPTO retrosynthesis dataset with 1.9M reactions from patents (1976-2016). Task: Predict the reactants needed to synthesize the given product. Given the product [S:29]1[C:33]2[CH:34]=[CH:35][CH:36]=[CH:37][C:32]=2[CH:31]=[C:30]1[C:38]([NH:1][C@H:2]([C:7]([N:9]1[CH2:10][CH2:11][N:12]([C:15]([O:17][CH2:18][C:19]2[CH:24]=[CH:23][CH:22]=[CH:21][CH:20]=2)=[O:16])[CH2:13][CH2:14]1)=[O:8])[CH2:3][CH:4]([CH3:6])[CH3:5])=[O:39], predict the reactants needed to synthesize it. The reactants are: [NH2:1][C@H:2]([C:7]([N:9]1[CH2:14][CH2:13][N:12]([C:15]([O:17][CH2:18][C:19]2[CH:24]=[CH:23][CH:22]=[CH:21][CH:20]=2)=[O:16])[CH2:11][CH2:10]1)=[O:8])[CH2:3][CH:4]([CH3:6])[CH3:5].C(Cl)CCl.[S:29]1[C:33]2[CH:34]=[CH:35][CH:36]=[CH:37][C:32]=2[CH:31]=[C:30]1[C:38](O)=[O:39].CN1CCOCC1.